From a dataset of Catalyst prediction with 721,799 reactions and 888 catalyst types from USPTO. Predict which catalyst facilitates the given reaction. (1) Reactant: Cl[C:2]1[C:7]([C:8]([O:10]CC)=O)=[CH:6][N:5]=[CH:4][N:3]=1.[CH2:13]([O:20][NH:21][C:22](=[O:25])[CH2:23][CH3:24])[C:14]1[CH:19]=[CH:18][CH:17]=[CH:16][CH:15]=1.C(=O)([O-])[O-].[K+].[K+].C(OCC)(=O)C. Product: [CH2:13]([O:20][N:21]1[C:2]2[N:3]=[CH:4][N:5]=[CH:6][C:7]=2[C:8]([OH:10])=[C:23]([CH3:24])[C:22]1=[O:25])[C:14]1[CH:19]=[CH:18][CH:17]=[CH:16][CH:15]=1. The catalyst class is: 18. (2) Reactant: [F:1][C:2]1[CH:7]=[CH:6][C:5]([C:8]([CH3:19])([CH3:18])[CH2:9][NH:10][C:11]2[S:15][N:14]=[C:13]([C:16]#[N:17])[N:12]=2)=[CH:4][CH:3]=1.C([O-])([O-])=[O:21].[K+].[K+].OO. Product: [F:1][C:2]1[CH:7]=[CH:6][C:5]([C:8]([CH3:19])([CH3:18])[CH2:9][NH:10][C:11]2[S:15][N:14]=[C:13]([C:16]([NH2:17])=[O:21])[N:12]=2)=[CH:4][CH:3]=1. The catalyst class is: 16. (3) Reactant: [C:1]([NH:5][C:6]1[C:7]([CH3:27])=[N:8][C:9]2[C:14]([N:15]=1)=[C:13]([C:16]1[NH:20][N:19]=[C:18]([C:21]([NH:23][CH2:24][CH2:25]Cl)=[O:22])[CH:17]=1)[CH:12]=[CH:11][CH:10]=2)([CH3:4])([CH3:3])[CH3:2].C([O-])([O-])=O.[K+].[K+].CN(C=O)C. Product: [C:1]([NH:5][C:6]1[C:7]([CH3:27])=[N:8][C:9]2[C:14]([N:15]=1)=[C:13]([C:16]1[CH:17]=[C:18]3[C:21](=[O:22])[NH:23][CH2:24][CH2:25][N:19]3[N:20]=1)[CH:12]=[CH:11][CH:10]=2)([CH3:4])([CH3:3])[CH3:2]. The catalyst class is: 10.